Dataset: Reaction yield outcomes from USPTO patents with 853,638 reactions. Task: Predict the reaction yield, written as a fraction of the theoretical maximum amount of product (1.0 means a 100% yield; for example, 0.34 means a 34% yield). (1) The reactants are [NH2:1][C:2]1[C:11]2[CH:10]=[CH:9][CH:8]=[C:7](Br)[C:6]=2[N:5]=[C:4]2[CH2:13][N:14]([CH:17]3[CH2:20][CH2:19][CH2:18]3)[C:15](=[O:16])[C:3]=12.[F:21][C:22]1[CH:23]=[CH:24][C:25]([Sn](CCCC)(CCCC)CCCC)=[C:26]([CH:29]=1)[C:27]#[N:28]. No catalyst specified. The product is [NH2:1][C:2]1[C:11]2[CH:10]=[CH:9][CH:8]=[C:7]([C:25]3[CH:24]=[CH:23][C:22]([F:21])=[CH:29][C:26]=3[C:27]#[N:28])[C:6]=2[N:5]=[C:4]2[CH2:13][N:14]([CH:17]3[CH2:20][CH2:19][CH2:18]3)[C:15](=[O:16])[C:3]=12. The yield is 0.583. (2) The reactants are Br[C:2]1[CH:3]=[CH:4][C:5]([C:8]([N:10]([CH3:12])[CH3:11])=[O:9])=[N:6][CH:7]=1.CC1(C)C(C)(C)[O:17][B:16](B2OC(C)(C)C(C)(C)O2)[O:15]1.ClCCl.C([O-])(=O)C.[K+]. The catalyst is O1CCOCC1.CCOC(C)=O.C1C=CC(P(C2C=CC=CC=2)[C-]2C=CC=C2)=CC=1.C1C=CC(P(C2C=CC=CC=2)[C-]2C=CC=C2)=CC=1.Cl[Pd]Cl.[Fe+2].C1(P(C2C=CC=CC=2)[C-]2C=CC=C2)C=CC=CC=1.[C-]1(P(C2C=CC=CC=2)C2C=CC=CC=2)C=CC=C1.[Fe+2]. The product is [CH3:11][N:10]([CH3:12])[C:8]([C:5]1[N:6]=[CH:7][C:2]([B:16]([OH:17])[OH:15])=[CH:3][CH:4]=1)=[O:9]. The yield is 0.500. (3) The reactants are C[O:2][C:3](=O)[C@@H:4]([NH:20][C:21]([O:23][C:24]([CH3:27])([CH3:26])[CH3:25])=[O:22])[CH2:5][C:6]1[CH:11]=[CH:10][C:9]([O:12][C:13]2[CH:18]=[CH:17][C:16]([Cl:19])=[CH:15][CH:14]=2)=[CH:8][CH:7]=1.[H-].C([Al+]CC(C)C)C(C)C.CC(O)=O. The catalyst is C1(C)C=CC=CC=1. The product is [C:24]([O:23][C:21](=[O:22])[NH:20][C@H:4]([CH:3]=[O:2])[CH2:5][C:6]1[CH:11]=[CH:10][C:9]([O:12][C:13]2[CH:14]=[CH:15][C:16]([Cl:19])=[CH:17][CH:18]=2)=[CH:8][CH:7]=1)([CH3:25])([CH3:27])[CH3:26]. The yield is 0.700. (4) The reactants are Cl[C:2](OC(Cl)(Cl)Cl)=[O:3].[Cl:9][C:10]1[CH:15]=[C:14]([C:16]([F:19])([F:18])[F:17])[CH:13]=[C:12]([F:20])[C:11]=1[O:21][C:22]1[CH:26]=[C:25]([CH3:27])[NH:24][N:23]=1.[CH2:28]([NH2:34])[CH:29]1[O:33][CH2:32][CH2:31][CH2:30]1.C(N(CC)CC)C. The catalyst is C(Cl)(Cl)Cl. The product is [CH2:28]([NH:34][C:2]([N:24]1[C:25]([CH3:27])=[CH:26][C:22]([O:21][C:11]2[C:12]([F:20])=[CH:13][C:14]([C:16]([F:19])([F:17])[F:18])=[CH:15][C:10]=2[Cl:9])=[N:23]1)=[O:3])[CH:29]1[O:33][CH2:32][CH2:31][CH2:30]1. The yield is 0.296. (5) The reactants are [F:1][CH:2]([F:37])[C:3]1[N:7]([C:8]2[N:13]=[C:12]([N:14]3[CH2:19][CH2:18][O:17][CH2:16][CH2:15]3)[N:11]=[C:10]([N:20]3[CH2:25][CH2:24][CH:23]([NH:26][S:27]([CH3:30])(=[O:29])=[O:28])[CH2:22][CH2:21]3)[N:9]=2)[C:6]2[CH:31]=[CH:32][CH:33]=[C:34]([O:35][CH3:36])[C:5]=2[N:4]=1.IC.[C:40]([O-])([O-])=O.[K+].[K+]. The catalyst is CN(C=O)C. The product is [F:37][CH:2]([F:1])[C:3]1[N:7]([C:8]2[N:13]=[C:12]([N:14]3[CH2:15][CH2:16][O:17][CH2:18][CH2:19]3)[N:11]=[C:10]([N:20]3[CH2:21][CH2:22][CH:23]([N:26]([CH3:40])[S:27]([CH3:30])(=[O:29])=[O:28])[CH2:24][CH2:25]3)[N:9]=2)[C:6]2[CH:31]=[CH:32][CH:33]=[C:34]([O:35][CH3:36])[C:5]=2[N:4]=1. The yield is 0.840.